Predict the reactants needed to synthesize the given product. From a dataset of Full USPTO retrosynthesis dataset with 1.9M reactions from patents (1976-2016). (1) Given the product [N:12]1([CH2:17][CH2:18][NH:19][C:20]([C:22]2[C:26]([CH3:27])=[C:25]([CH:28]=[C:5]3[C:4]4[C:8](=[CH:9][CH:10]=[C:2]([Br:1])[CH:3]=4)[NH:7][C:6]3=[O:11])[NH:24][C:23]=2[CH3:30])=[O:21])[CH2:16][CH2:15][CH2:14][CH2:13]1, predict the reactants needed to synthesize it. The reactants are: [Br:1][C:2]1[CH:3]=[C:4]2[C:8](=[CH:9][CH:10]=1)[NH:7][C:6](=[O:11])[CH2:5]2.[N:12]1([CH2:17][CH2:18][NH:19][C:20]([C:22]2[C:26]([CH3:27])=[C:25]([CH:28]=O)[NH:24][C:23]=2[CH3:30])=[O:21])[CH2:16][CH2:15][CH2:14][CH2:13]1. (2) Given the product [CH2:30]([O:29][C:3]1[C:2]([F:1])=[CH:7][C:6]([C:8]2[N:13]=[CH:12][C:11]3[C:14]([I:23])=[N:15][N:16]([CH:17]4[CH2:22][CH2:21][CH2:20][CH2:19][O:18]4)[C:10]=3[CH:9]=2)=[C:5]([CH2:24][C:25]([F:27])([F:26])[F:28])[CH:4]=1)[C:31]1[CH:36]=[CH:35][CH:34]=[CH:33][CH:32]=1, predict the reactants needed to synthesize it. The reactants are: [F:1][C:2]1[CH:7]=[C:6]([C:8]2[N:13]=[CH:12][C:11]3[C:14]([I:23])=[N:15][N:16]([CH:17]4[CH2:22][CH2:21][CH2:20][CH2:19][O:18]4)[C:10]=3[CH:9]=2)[C:5]([CH2:24][C:25]([F:28])([F:27])[F:26])=[CH:4][C:3]=1[OH:29].[CH2:30](Br)[C:31]1[CH:36]=[CH:35][CH:34]=[CH:33][CH:32]=1.C(=O)([O-])[O-].[K+].[K+]. (3) Given the product [Cl:26][C:21]1[CH:22]=[CH:23][CH:24]=[CH:25][C:20]=1[C:17]1[CH:16]=[CH:15][C:14]([C:12]([NH:11][CH:4]([CH2:5][C:6]2[S:7][CH:8]=[CH:9][N:10]=2)[C:3]([OH:27])=[O:2])=[O:13])=[CH:19][CH:18]=1, predict the reactants needed to synthesize it. The reactants are: C[O:2][C:3](=[O:27])[CH:4]([NH:11][C:12]([C:14]1[CH:19]=[CH:18][C:17]([C:20]2[CH:25]=[CH:24][CH:23]=[CH:22][C:21]=2[Cl:26])=[CH:16][CH:15]=1)=[O:13])[CH2:5][C:6]1[S:7][CH:8]=[CH:9][N:10]=1.[OH-].[Na+].Cl. (4) Given the product [CH3:31][C@H:11]1[C:12]2[C:17]([CH:18]3[CH2:23][CH2:22][NH:21][CH2:20][CH2:19]3)=[N:16][CH:15]=[N:14][C:13]=2[C@H:9]([OH:8])[CH2:10]1, predict the reactants needed to synthesize it. The reactants are: C(O)(C(F)(F)F)=O.[OH:8][C@H:9]1[C:13]2[N:14]=[CH:15][N:16]=[C:17]([CH:18]3[CH2:23][CH2:22][N:21](C(OC(C)(C)C)=O)[CH2:20][CH2:19]3)[C:12]=2[C@H:11]([CH3:31])[CH2:10]1. (5) Given the product [NH2:20][C:10]1[CH:11]=[C:12]([CH:18]=[CH:19][C:9]=1[O:8][CH2:1][C:2]1[CH:7]=[CH:6][CH:5]=[CH:4][CH:3]=1)[O:13][CH2:14][C@@H:15]([OH:17])[CH2:16][N:30]([CH2:31][CH2:32][CH:33]([C:34]1[CH:35]=[CH:36][C:37]([O:40][CH3:41])=[CH:38][CH:39]=1)[C:42]1[CH:47]=[CH:46][C:45]([O:48][CH3:49])=[CH:44][CH:43]=1)[CH2:23][C:24]1[CH:25]=[CH:26][CH:27]=[CH:28][CH:29]=1, predict the reactants needed to synthesize it. The reactants are: [CH2:1]([O:8][C:9]1[CH:19]=[CH:18][C:12]([O:13][CH2:14][C@H:15]2[O:17][CH2:16]2)=[CH:11][C:10]=1[N+:20]([O-])=O)[C:2]1[CH:7]=[CH:6][CH:5]=[CH:4][CH:3]=1.[CH2:23]([NH:30][CH2:31][CH2:32][CH:33]([C:42]1[CH:47]=[CH:46][C:45]([O:48][CH3:49])=[CH:44][CH:43]=1)[C:34]1[CH:39]=[CH:38][C:37]([O:40][CH3:41])=[CH:36][CH:35]=1)[C:24]1[CH:29]=[CH:28][CH:27]=[CH:26][CH:25]=1.C(O)C.[Cl-].[NH4+]. (6) The reactants are: [Cl:1][C:2]1[C:3]([C:22](=[O:32])[N:23]([CH2:28][CH2:29][CH2:30][CH3:31])[CH2:24][CH2:25][CH2:26][CH3:27])=[N:4][N:5]([C:8]2[CH:16]=[CH:15][C:11]([C:12]([OH:14])=O)=[CH:10][C:9]=2[C:17]([O:19][CH2:20][CH3:21])=[O:18])[C:6]=1[CH3:7].[CH2:33]([N:35]1[C:43]2[C:38](=[CH:39][C:40]([S:44]([NH2:47])(=[O:46])=[O:45])=[CH:41][CH:42]=2)[CH2:37][CH2:36]1)[CH3:34]. Given the product [Cl:1][C:2]1[C:3]([C:22](=[O:32])[N:23]([CH2:24][CH2:25][CH2:26][CH3:27])[CH2:28][CH2:29][CH2:30][CH3:31])=[N:4][N:5]([C:8]2[CH:16]=[CH:15][C:11]([C:12](=[O:14])[NH:47][S:44]([C:40]3[CH:39]=[C:38]4[C:43](=[CH:42][CH:41]=3)[N:35]([CH2:33][CH3:34])[CH2:36][CH2:37]4)(=[O:46])=[O:45])=[CH:10][C:9]=2[C:17]([O:19][CH2:20][CH3:21])=[O:18])[C:6]=1[CH3:7], predict the reactants needed to synthesize it. (7) The reactants are: [CH2:1]([O:4][C:5]1[CH:13]=[CH:12][CH:11]=[CH:10][C:6]=1[C:7](Cl)=[O:8])[CH2:2][CH3:3].[NH2:14][C:15]1[C:16]([CH2:23][CH2:24][CH3:25])=[N:17][NH:18][C:19]=1[C:20]([NH2:22])=[O:21]. Given the product [CH2:1]([O:4][C:5]1[CH:13]=[CH:12][CH:11]=[CH:10][C:6]=1[C:7]([NH:14][C:15]1[C:16]([CH2:23][CH2:24][CH3:25])=[N:17][NH:18][C:19]=1[C:20]([NH2:22])=[O:21])=[O:8])[CH2:2][CH3:3], predict the reactants needed to synthesize it. (8) Given the product [CH3:1][CH:2]([CH3:26])[CH2:3][N:4]([CH2:5][C@H:6]1[CH2:11][N:10]([C:12]([O:14][C:15]([CH3:16])([CH3:17])[CH3:18])=[O:13])[CH2:9][CH2:8][N:7]1[C:19]([O:21][C:22]([CH3:24])([CH3:23])[CH3:25])=[O:20])[S:37]([CH3:36])(=[O:39])=[O:38], predict the reactants needed to synthesize it. The reactants are: [CH3:1][CH:2]([CH3:26])[CH2:3][NH:4][CH2:5][C@H:6]1[CH2:11][N:10]([C:12]([O:14][C:15]([CH3:18])([CH3:17])[CH3:16])=[O:13])[CH2:9][CH2:8][N:7]1[C:19]([O:21][C:22]([CH3:25])([CH3:24])[CH3:23])=[O:20].CCN(C(C)C)C(C)C.[CH3:36][S:37](Cl)(=[O:39])=[O:38].